Task: Predict which catalyst facilitates the given reaction.. Dataset: Catalyst prediction with 721,799 reactions and 888 catalyst types from USPTO (1) Reactant: [CH3:1][CH:2]([CH3:6])[C:3](=[O:5])[CH3:4].[C:7](OCC)(=[O:13])[C:8]([O:10][CH2:11][CH3:12])=[O:9].[O-]CC.[Na+]. Product: [OH:5][C:3]([CH:2]([CH3:6])[CH3:1])=[CH:4][C:7](=[O:13])[C:8]([O:10][CH2:11][CH3:12])=[O:9]. The catalyst class is: 8. (2) Reactant: C([O:8][C:9]1[C:18]2[C:13](=[CH:14][CH:15]=[CH:16][CH:17]=2)[C:12](O)=[C:11]([CH3:20])[CH:10]=1)C1C=CC=CC=1.C(=O)([O-])[O-:22].[K+].[K+].[Cl:27][CH2:28][CH:29]1[CH2:31][O:30]1.Cl.[C:33]1([CH3:45])[CH:38]=[CH:37][CH:36]=[CH:35][C:34]=1[N:39]1[CH2:44][CH2:43][NH:42][CH2:41][CH2:40]1. Product: [ClH:27].[CH3:20][C:11]1[CH:10]=[C:9]([OH:8])[C:18]2[C:13](=[CH:14][CH:15]=[CH:16][CH:17]=2)[C:12]=1[O:30][CH2:31][CH:29]([OH:22])[CH2:28][N:42]1[CH2:41][CH2:40][N:39]([C:34]2[CH:35]=[CH:36][CH:37]=[CH:38][C:33]=2[CH3:45])[CH2:44][CH2:43]1. The catalyst class is: 66. (3) Reactant: Br[C:2]1[N:10]=[C:9]([S:11][CH2:12][C:13]2[CH:18]=[CH:17][CH:16]=[C:15]([F:19])[C:14]=2[F:20])[N:8]=[C:7]2[C:3]=1[N:4]=[C:5]([NH:21]C(=O)OCC)[NH:6]2.[NH2:27][CH:28]([CH2:31][OH:32])[CH2:29][OH:30].C(N(C(C)C)CC)(C)C. Product: [NH2:21][C:5]1[NH:6][C:7]2[C:3]([N:4]=1)=[C:2]([NH:27][CH:28]([CH2:31][OH:32])[CH2:29][OH:30])[N:10]=[C:9]([S:11][CH2:12][C:13]1[CH:18]=[CH:17][CH:16]=[C:15]([F:19])[C:14]=1[F:20])[N:8]=2. The catalyst class is: 37. (4) Product: [OH:11][C:5]1[CH:4]=[CH:3][C:2]([I:1])=[CH:10][C:6]=1[CH2:7][OH:8]. Reactant: [I:1][C:2]1[CH:10]=[C:6]([C:7](O)=[O:8])[C:5]([OH:11])=[CH:4][CH:3]=1.Cl. The catalyst class is: 7. (5) Reactant: [ClH:1].O1CCOCC1.C(OC([N:15]1[CH2:20][CH2:19][C:18]([NH:31]C(OC(C)(C)C)=O)([CH2:21][O:22][CH2:23][C:24]2[CH:29]=[CH:28][C:27]([Cl:30])=[CH:26][CH:25]=2)[CH2:17][CH2:16]1)=O)(C)(C)C. Product: [ClH:30].[ClH:1].[Cl:30][C:27]1[CH:26]=[CH:25][C:24]([CH2:23][O:22][CH2:21][C:18]2([NH2:31])[CH2:19][CH2:20][NH:15][CH2:16][CH2:17]2)=[CH:29][CH:28]=1. The catalyst class is: 5. (6) Reactant: [N:1]1[CH:6]=[CH:5][CH:4]=[C:3]([C:7]2[NH:8][C:9]3[C:14]([CH:15]=2)=[CH:13][C:12]([C:16]#[N:17])=[CH:11][CH:10]=3)[CH:2]=1.C(O[C:23]([C:25]1[CH:33]=[CH:32][C:28]([C:29]([OH:31])=O)=[CH:27][CH:26]=1)=[O:24])CCC.C1CCC(N=C=N[CH:43]2[CH2:48][CH2:47]CCC2)CC1.[OH2:49].[CH3:50]N(C=O)C. Product: [C:48]([O:49][C:23](=[O:24])[C:25]1[CH:26]=[CH:27][C:28]([C:29]([N:8]2[C:9]3[C:14](=[CH:13][C:12]([C:16]#[N:17])=[CH:11][CH:10]=3)[CH:15]=[C:7]2[C:3]2[CH:2]=[N:1][CH:6]=[CH:5][CH:4]=2)=[O:31])=[CH:32][CH:33]=1)([CH3:47])([CH3:43])[CH3:50]. The catalyst class is: 142.